From a dataset of Catalyst prediction with 721,799 reactions and 888 catalyst types from USPTO. Predict which catalyst facilitates the given reaction. (1) Reactant: [F-].C([N+](CCCC)(CCCC)CCCC)CCC.[CH2:19]([C:21]([C:45]1[CH:58]=[CH:57][C:48]([O:49][CH2:50][C@@H:51]2[O:55][C:54](=[O:56])[CH2:53][CH2:52]2)=[C:47]([CH3:59])[CH:46]=1)([C:24]1[CH:29]=[CH:28][C:27]([C:30]2[CH:35]=[CH:34][C:33]([C:36]([CH3:43])([O:38][Si](C)(C)C)[CH3:37])=[CH:32][CH:31]=2)=[C:26]([CH3:44])[CH:25]=1)[CH2:22][CH3:23])[CH3:20].C(OCC)(=[O:62])C. Product: [CH2:19]([C:21]([C:45]1[CH:58]=[CH:57][C:48]([O:49][CH2:50][C@H:51]([OH:62])[CH2:52][CH2:53][C:54]([OH:55])=[O:56])=[C:47]([CH3:59])[CH:46]=1)([C:24]1[CH:29]=[CH:28][C:27]([C:30]2[CH:35]=[CH:34][C:33]([C:36]([OH:38])([CH3:37])[CH3:43])=[CH:32][CH:31]=2)=[C:26]([CH3:44])[CH:25]=1)[CH2:22][CH3:23])[CH3:20]. The catalyst class is: 7. (2) Reactant: [O:1]=[S:2]1(=[O:28])[C:7]2[CH:8]=[CH:9][CH:10]=[CH:11][C:6]=2[NH:5][C:4]([C:12]2[C:13](=[O:27])[N:14]([N:23]=[C:24]([CH3:26])[CH3:25])[C:15]3[C:20]([C:21]=2[OH:22])=[CH:19][CH:18]=[CH:17][CH:16]=3)=[N:3]1.CO.[BH4-].[Li+].Cl. Product: [O:28]=[S:2]1(=[O:1])[C:7]2[CH:8]=[CH:9][CH:10]=[CH:11][C:6]=2[NH:5][C:4]([C:12]2[C:13](=[O:27])[N:14]([NH:23][CH:24]([CH3:25])[CH3:26])[C:15]3[C:20]([C:21]=2[OH:22])=[CH:19][CH:18]=[CH:17][CH:16]=3)=[N:3]1. The catalyst class is: 30. (3) Reactant: [Br:1][C:2]1[CH:3]=[N:4][C:5]([Cl:11])=[C:6]([CH:10]=1)[C:7](O)=[O:8].C(Cl)(=O)C([Cl:15])=O. Product: [Br:1][C:2]1[CH:10]=[C:6]([C:7]([Cl:15])=[O:8])[C:5]([Cl:11])=[N:4][CH:3]=1. The catalyst class is: 306. (4) Reactant: Br[C:2]1[N:7]=[C:6]([CH:8]=[O:9])[CH:5]=[CH:4][CH:3]=1.[CH2:10]([O:14][C:15]1[CH:20]=[CH:19][C:18](B(O)O)=[CH:17][C:16]=1[Cl:24])[CH2:11][CH2:12][CH3:13].C(=O)([O-])[O-].[Cs+].[Cs+]. Product: [CH2:10]([O:14][C:15]1[CH:20]=[CH:19][C:18]([C:2]2[N:7]=[C:6]([CH:8]=[O:9])[CH:5]=[CH:4][CH:3]=2)=[CH:17][C:16]=1[Cl:24])[CH2:11][CH2:12][CH3:13]. The catalyst class is: 12. (5) Reactant: C1(S([N:10]2[CH:21]=[CH:20][C:19]3[C:11]2=[N:12][CH:13]=[C:14]2[C:18]=3[N:17]([CH:22]3[CH2:27][CH2:26][C:25]([CH2:29][OH:30])([OH:28])[CH2:24][CH2:23]3)[N:16]=[N:15]2)(=O)=O)C=CC=CC=1.[OH-].[Na+].Cl. Product: [OH:30][CH2:29][C:25]1([OH:28])[CH2:24][CH2:23][CH:22]([N:17]2[C:18]3[C:14](=[CH:13][N:12]=[C:11]4[C:19]=3[CH:20]=[CH:21][NH:10]4)[N:15]=[N:16]2)[CH2:27][CH2:26]1. The catalyst class is: 24. (6) Reactant: [Cl:1][C:2]1[C:3]([N:8]2[C:12]([C:13]([O:15]CC)=[O:14])=[CH:11][C:10](=[O:18])[NH:9]2)=[N:4][CH:5]=[CH:6][CH:7]=1.O.[OH-].[Na+]. Product: [Cl:1][C:2]1[C:3]([N:8]2[C:12]([C:13]([OH:15])=[O:14])=[CH:11][C:10](=[O:18])[NH:9]2)=[N:4][CH:5]=[CH:6][CH:7]=1. The catalyst class is: 5.